This data is from Reaction yield outcomes from USPTO patents with 853,638 reactions. The task is: Predict the reaction yield, written as a fraction of the theoretical maximum amount of product (1.0 means a 100% yield; for example, 0.34 means a 34% yield). (1) The reactants are [N:1]1[C:10]2[C:9](=O)[CH2:8][CH2:7][CH2:6][C:5]=2[CH:4]=[CH:3][CH:2]=1.[C:12]([O:16][C:17](=[O:24])[NH:18][CH2:19][CH2:20][CH2:21][CH2:22][NH2:23])([CH3:15])([CH3:14])[CH3:13].C(O)(=O)C.C(O[BH-](OC(=O)C)OC(=O)C)(=O)C.[Na+]. The catalyst is ClC(Cl)C. The product is [N:1]1[C:10]2[CH:9]([NH:23][CH2:22][CH2:21][CH2:20][CH2:19][NH:18][C:17](=[O:24])[O:16][C:12]([CH3:14])([CH3:13])[CH3:15])[CH2:8][CH2:7][CH2:6][C:5]=2[CH:4]=[CH:3][CH:2]=1. The yield is 0.800. (2) The reactants are [F:1][C:2]1[CH:7]=[CH:6][CH:5]=[C:4]([F:8])[C:3]=1[C:9]([NH:11][C:12]1[CH:13]=[C:14]([CH:19]=[CH:20][C:21]=1[F:22])[C:15]([O:17]C)=O)=[O:10].[Cl:23][C:24]1[N:29]=[C:28]([CH3:30])[CH:27]=[CH:26][N:25]=1.[Li+].C[Si]([N-][Si](C)(C)C)(C)C. The catalyst is C1COCC1. The product is [Cl:23][C:24]1[N:29]=[C:28]([CH2:30][C:15]([C:14]2[CH:19]=[CH:20][C:21]([F:22])=[C:12]([NH:11][C:9](=[O:10])[C:3]3[C:4]([F:8])=[CH:5][CH:6]=[CH:7][C:2]=3[F:1])[CH:13]=2)=[O:17])[CH:27]=[CH:26][N:25]=1. The yield is 0.470.